From a dataset of Full USPTO retrosynthesis dataset with 1.9M reactions from patents (1976-2016). Predict the reactants needed to synthesize the given product. (1) The reactants are: [F:1][C:2]1[CH:9]=[C:8]([CH:10]([OH:17])[C:11]2[CH:12]=[N:13][CH:14]=[CH:15][CH:16]=2)[CH:7]=[CH:6][C:3]=1[C:4]#[N:5].[CH:18]1[CH:23]=[CH:22][C:21]([O:24][C:25](Cl)=[S:26])=[CH:20][CH:19]=1. Given the product [C:21]1([O:24][C:25](=[S:26])[O:17][CH:10]([C:8]2[CH:7]=[CH:6][C:3]([C:4]#[N:5])=[C:2]([F:1])[CH:9]=2)[C:11]2[CH:12]=[N:13][CH:14]=[CH:15][CH:16]=2)[CH:22]=[CH:23][CH:18]=[CH:19][CH:20]=1, predict the reactants needed to synthesize it. (2) Given the product [Cl:1][C:2]1[CH:3]=[C:4]([CH:7]=[CH:8][C:9]=1[Cl:10])[CH2:5][O:19][C:18]1[CH:20]=[C:7]2[C:4]([CH2:3][CH2:2][CH2:9][C:11]2=[O:14])=[CH:5][CH:17]=1, predict the reactants needed to synthesize it. The reactants are: [Cl:1][C:2]1[CH:3]=[C:4]([CH:7]=[CH:8][C:9]=1[Cl:10])[CH2:5]Br.[C:11](=[O:14])([O-])[O-].[K+].[K+].[CH3:17][C:18]([CH3:20])=[O:19]. (3) The reactants are: CC(OI1(OC(C)=O)(OC(C)=O)OC(=O)C2C=CC=CC1=2)=O.[F:23][C:24]1[C:29]([F:30])=[CH:28][CH:27]=[CH:26][C:25]=1[C@H:31]1[CH2:37][N:36]2[C:38]([CH2:41][CH:42]([OH:44])[CH3:43])=[CH:39][N:40]=[C:35]2[C@H:34]([NH:45][C:46](=[O:52])[O:47][C:48]([CH3:51])([CH3:50])[CH3:49])[CH2:33][CH2:32]1. Given the product [F:23][C:24]1[C:29]([F:30])=[CH:28][CH:27]=[CH:26][C:25]=1[C@H:31]1[CH2:37][N:36]2[C:38]([CH2:41][C:42](=[O:44])[CH3:43])=[CH:39][N:40]=[C:35]2[C@H:34]([NH:45][C:46](=[O:52])[O:47][C:48]([CH3:51])([CH3:50])[CH3:49])[CH2:33][CH2:32]1, predict the reactants needed to synthesize it. (4) Given the product [C:18]1([C:2]2[N:7]=[CH:6][C:5]([C:8]([C:10]3[CH:15]=[C:14]([Br:16])[CH:13]=[CH:12][C:11]=3[Cl:17])=[O:9])=[CH:4][CH:3]=2)[CH:23]=[CH:22][CH:21]=[CH:20][CH:19]=1, predict the reactants needed to synthesize it. The reactants are: Br[C:2]1[N:7]=[CH:6][C:5]([C:8]([C:10]2[CH:15]=[C:14]([Br:16])[CH:13]=[CH:12][C:11]=2[Cl:17])=[O:9])=[CH:4][CH:3]=1.[C:18]1(B(O)O)[CH:23]=[CH:22][CH:21]=[CH:20][CH:19]=1. (5) Given the product [Br:1][C:2]1[C:10]2[O:9][CH2:8][CH2:7][C:6]=2[CH:5]=[C:4]([CH:11]([C:22]2[CH:23]=[CH:24][C:19]([F:18])=[CH:20][CH:21]=2)[OH:12])[CH:3]=1, predict the reactants needed to synthesize it. The reactants are: [Br:1][C:2]1[C:10]2[O:9][CH2:8][CH2:7][C:6]=2[CH:5]=[C:4]([CH:11]=[O:12])[CH:3]=1.C1COCC1.[F:18][C:19]1[CH:24]=[CH:23][C:22]([Mg]Br)=[CH:21][CH:20]=1. (6) The reactants are: [F:1][C:2]1[CH:10]=[CH:9][CH:8]=[C:7]([N+:11]([O-:13])=[O:12])[C:3]=1[C:4]([OH:6])=O.O=S(Cl)Cl.[NH2:18][C:19]1[CH:24]=[CH:23][CH:22]=[CH:21][CH:20]=1.C([O-])(O)=O.[Na+]. Given the product [F:1][C:2]1[CH:10]=[CH:9][CH:8]=[C:7]([N+:11]([O-:13])=[O:12])[C:3]=1[C:4]([NH:18][C:19]1[CH:24]=[CH:23][CH:22]=[CH:21][CH:20]=1)=[O:6], predict the reactants needed to synthesize it.